Task: Predict the reactants needed to synthesize the given product.. Dataset: Full USPTO retrosynthesis dataset with 1.9M reactions from patents (1976-2016) (1) Given the product [NH2:7][C@@H:8]1[CH2:12][CH2:11][N:10]([CH2:13][C:14]2[CH:15]=[CH:16][C:17]([C:20]3[CH:21]=[C:22]([C:26]4[CH:31]=[C:30]([NH:32][CH:33]5[CH2:34][CH2:35]5)[N:29]=[C:28]([C:36]5[CH:41]=[CH:40][CH:39]=[CH:38][N:37]=5)[CH:27]=4)[CH:23]=[N:24][CH:25]=3)=[CH:18][CH:19]=2)[CH2:9]1, predict the reactants needed to synthesize it. The reactants are: C(OC(=O)[NH:7][C@@H:8]1[CH2:12][CH2:11][N:10]([CH2:13][C:14]2[CH:19]=[CH:18][C:17]([C:20]3[CH:21]=[C:22]([C:26]4[CH:31]=[C:30]([NH:32][CH:33]5[CH2:35][CH2:34]5)[N:29]=[C:28]([C:36]5[CH:41]=[CH:40][CH:39]=[CH:38][N:37]=5)[CH:27]=4)[CH:23]=[N:24][CH:25]=3)=[CH:16][CH:15]=2)[CH2:9]1)(C)(C)C. (2) Given the product [CH2:14]([C:2]1([CH2:3][CH2:4][CH2:5][CH2:6][CH2:7][CH2:8][CH2:9][C:10]([O:12][CH3:13])=[O:11])[S:24][CH2:21][CH2:22][S:23]1)[CH2:15][CH2:16][CH2:17][CH2:18][CH2:19][CH3:20], predict the reactants needed to synthesize it. The reactants are: O=[C:2]([CH2:14][CH2:15][CH2:16][CH2:17][CH2:18][CH2:19][CH3:20])[CH2:3][CH2:4][CH2:5][CH2:6][CH2:7][CH2:8][CH2:9][C:10]([O:12][CH3:13])=[O:11].[CH2:21]([SH:24])[CH2:22][SH:23].O. (3) Given the product [C:1]([O:4][C:5]1[CH:6]=[C:7](/[CH:25]=[CH:24]/[C:23]2[CH:26]=[CH:27][C:20]([O:19][C:16](=[O:18])[CH3:17])=[CH:21][CH:22]=2)[CH:8]=[C:9]([O:11][C:12](=[O:14])[CH3:13])[CH:10]=1)(=[O:3])[CH3:2], predict the reactants needed to synthesize it. The reactants are: [C:1]([O:4][C:5]1[CH:6]=[C:7](Br)[CH:8]=[C:9]([O:11][C:12](=[O:14])[CH3:13])[CH:10]=1)(=[O:3])[CH3:2].[C:16]([O:19][C:20]1[CH:27]=[CH:26][C:23]([CH:24]=[CH2:25])=[CH:22][CH:21]=1)(=[O:18])[CH3:17].C(=O)([O-])[O-].[K+].[K+].C(=NO)(C1C=CC=CC=1)C. (4) Given the product [OH:29][C:21]1([C:19]#[C:20][C:2]2[CH:18]=[CH:17][C:5]3[O:6][CH2:7][CH2:8][C:9]4[S:13][C:12]([C:14]([NH2:16])=[O:15])=[N:11][C:10]=4[C:4]=3[CH:3]=2)[CH2:26][CH2:25][CH2:24][N:23]([CH3:27])[C:22]1=[O:28], predict the reactants needed to synthesize it. The reactants are: Br[C:2]1[CH:18]=[CH:17][C:5]2[O:6][CH2:7][CH2:8][C:9]3[S:13][C:12]([C:14]([NH2:16])=[O:15])=[N:11][C:10]=3[C:4]=2[CH:3]=1.[C:19]([C:21]1([OH:29])[CH2:26][CH2:25][CH2:24][N:23]([CH3:27])[C:22]1=[O:28])#[CH:20]. (5) Given the product [Cl:1][C:2]1[CH:18]=[CH:17][C:5]2[CH2:6][CH2:7][N:8]([C:11](=[O:16])[C:12]([F:15])([F:13])[F:14])[CH2:9][CH2:10][C:4]=2[C:3]=1[NH:34][CH:32]([C:28]1[S:27][CH:31]=[CH:30][CH:29]=1)[CH3:33], predict the reactants needed to synthesize it. The reactants are: [Cl:1][C:2]1[CH:18]=[CH:17][C:5]2[CH2:6][CH2:7][N:8]([C:11](=[O:16])[C:12]([F:15])([F:14])[F:13])[CH2:9][CH2:10][C:4]=2[C:3]=1OS(C(F)(F)F)(=O)=O.[S:27]1[CH:31]=[CH:30][CH:29]=[C:28]1[CH:32]([NH2:34])[CH3:33]. (6) Given the product [Cl:5][S:6]([C:16]1[CH:17]=[C:11]([C:12]([OH:13])=[CH:14][CH:15]=1)[C:10]([O:19][CH3:20])=[O:18])(=[O:9])=[O:7], predict the reactants needed to synthesize it. The reactants are: O=S(Cl)Cl.[Cl:5][S:6]([OH:9])(=O)=[O:7].[C:10]([O:19][CH3:20])(=[O:18])[C:11]1[C:12](=[CH:14][CH:15]=[CH:16][CH:17]=1)[OH:13].